Dataset: Full USPTO retrosynthesis dataset with 1.9M reactions from patents (1976-2016). Task: Predict the reactants needed to synthesize the given product. The reactants are: Cl[C:2]1[CH:3]=[C:4]([CH:9]=[CH:10][N:11]=1)[C:5]([O:7][CH3:8])=[O:6].[NH2:12][C:13]1[S:14][CH:15]=[C:16]([CH3:18])[N:17]=1.P([O-])([O-])([O-])=O.[K+].[K+].[K+]. Given the product [CH3:18][C:16]1[N:17]=[C:13]([NH:12][C:2]2[CH:3]=[C:4]([CH:9]=[CH:10][N:11]=2)[C:5]([O:7][CH3:8])=[O:6])[S:14][CH:15]=1, predict the reactants needed to synthesize it.